Task: Predict the product of the given reaction.. Dataset: Forward reaction prediction with 1.9M reactions from USPTO patents (1976-2016) Given the reactants C(OC1C=C(C2N3C(CC(=O)N([CH2:29][C:30]([N:32]([CH:41]([CH3:43])[CH3:42])[C:33]4[CH:34]=[N:35][C:36]([O:39][CH3:40])=[CH:37][CH:38]=4)=[O:31])C4C=CC=CC=43)=NN=2)C=CC=1)C1C=CC=CC=1.N1C2C(=CC=CC=2)C(C=O)=C1, predict the reaction product. The product is: [CH:41]([N:32]([C:33]1[CH:34]=[N:35][C:36]([O:39][CH3:40])=[CH:37][CH:38]=1)[C:30](=[O:31])[CH3:29])([CH3:42])[CH3:43].